From a dataset of TCR-epitope binding with 47,182 pairs between 192 epitopes and 23,139 TCRs. Binary Classification. Given a T-cell receptor sequence (or CDR3 region) and an epitope sequence, predict whether binding occurs between them. (1) The epitope is PKYVKQNTLKLAT. The TCR CDR3 sequence is CASNGGGAVDTQYF. Result: 1 (the TCR binds to the epitope). (2) The epitope is GTHWFVTQR. Result: 0 (the TCR does not bind to the epitope). The TCR CDR3 sequence is CASSPDLLVYEQYF. (3) The epitope is TFYLTNDVSFL. The TCR CDR3 sequence is CASSLFHEQYF. Result: 0 (the TCR does not bind to the epitope). (4) The epitope is FLNRFTTTL. The TCR CDR3 sequence is CASSEGNEQFF. Result: 1 (the TCR binds to the epitope). (5) The epitope is SEETGTLIV. The TCR CDR3 sequence is CASSLAHPYEQYF. Result: 1 (the TCR binds to the epitope). (6) The epitope is FLYNLLTRV. The TCR CDR3 sequence is CASSLPTVGGGGETQYF. Result: 0 (the TCR does not bind to the epitope). (7) The epitope is FLYNLLTRV. The TCR CDR3 sequence is CASSGGQGTQPQHF. Result: 1 (the TCR binds to the epitope). (8) The epitope is GVAMPNLYK. The TCR CDR3 sequence is CASSPLAGGPGYNEQFF. Result: 0 (the TCR does not bind to the epitope). (9) Result: 1 (the TCR binds to the epitope). The TCR CDR3 sequence is CASSEDRLARTEAFF. The epitope is CTELKLSDY. (10) The epitope is KLSYGIATV. The TCR CDR3 sequence is CSVGTSGVQYF. Result: 1 (the TCR binds to the epitope).